The task is: Predict which catalyst facilitates the given reaction.. This data is from Catalyst prediction with 721,799 reactions and 888 catalyst types from USPTO. (1) Reactant: C(O[K])(C)(C)C.C(OC([CH2:12][CH2:13][N:14]1[CH2:19][CH2:18][CH2:17][CH:16]([C:20]([O:22]CC)=O)[CH2:15]1)=O)C. Product: [N:14]12[CH2:15][CH:16]([CH2:17][CH2:18][CH2:19]1)[C:20](=[O:22])[CH2:12][CH2:13]2. The catalyst class is: 11. (2) The catalyst class is: 3. Product: [Br:1][C:2]1[C:6]2[CH2:7][N:8]([C:11]([O:13][C:14]([CH3:17])([CH3:16])[CH3:15])=[O:12])[CH2:9][CH2:10][C:5]=2[N:4]([CH:29]2[CH2:34][CH2:33][O:32][CH2:31][CH2:30]2)[N:3]=1. Reactant: [Br:1][C:2]1[C:6]2[CH2:7][N:8]([C:11]([O:13][C:14]([CH3:17])([CH3:16])[CH3:15])=[O:12])[CH2:9][CH2:10][C:5]=2[NH:4][N:3]=1.C([O-])([O-])=O.[Cs+].[Cs+].CS(O[CH:29]1[CH2:34][CH2:33][O:32][CH2:31][CH2:30]1)(=O)=O. (3) Reactant: C(OC([N:8]1[CH2:13][CH:12]=[C:11]([C:14]2[CH:23]=[CH:22][C:21]3[C:16](=[CH:17][CH:18]=[CH:19][CH:20]=3)[N:15]=2)[CH2:10][CH2:9]1)=O)(C)(C)C.FC(F)(F)C(O)=O. Product: [NH:8]1[CH2:9][CH:10]=[C:11]([C:14]2[CH:23]=[CH:22][C:21]3[C:16](=[CH:17][CH:18]=[CH:19][CH:20]=3)[N:15]=2)[CH2:12][CH2:13]1. The catalyst class is: 2. (4) Reactant: [F:1][C:2]1[C:7]([F:8])=[CH:6][CH:5]=[CH:4][C:3]=1[C:9]1(O)[CH2:15][CH2:14][CH:13]=[CH:12][CH2:11][CH2:10]1.C([SiH](CC)CC)C.C(O)(C(F)(F)F)=O. The catalyst class is: 2. Product: [F:1][C:2]1[C:7]([F:8])=[CH:6][CH:5]=[CH:4][C:3]=1[CH:9]1[CH2:15][CH2:14][CH:13]=[CH:12][CH2:11][CH2:10]1. (5) The catalyst class is: 5. Reactant: [CH:1]1([NH:4][C:5]([C:7]2[CH:8]=[CH:9][C:10]([CH3:36])=[C:11]([C:13]3[CH:14]=[C:15]4[C:20](=[CH:21][CH:22]=3)[C:19]([CH:23]3[CH2:28][CH2:27][N:26](C(OC(C)(C)C)=O)[CH2:25][CH2:24]3)=[N:18][N:17]=[CH:16]4)[CH:12]=2)=[O:6])[CH2:3][CH2:2]1.Br. Product: [CH:1]1([NH:4][C:5](=[O:6])[C:7]2[CH:8]=[CH:9][C:10]([CH3:36])=[C:11]([C:13]3[CH:14]=[C:15]4[C:20](=[CH:21][CH:22]=3)[C:19]([CH:23]3[CH2:28][CH2:27][NH:26][CH2:25][CH2:24]3)=[N:18][N:17]=[CH:16]4)[CH:12]=2)[CH2:2][CH2:3]1. (6) Product: [C:1]([O:5][C@@H:6]([C:12]1[C:40]([CH3:41])=[N:39][C:38]2=[CH:42][C:35]3=[N:36][N:37]2[C:13]=1[N:14]1[CH2:46][CH2:45][C:17]([CH3:47])([O:18][CH2:19][CH2:20][CH2:21][CH2:22][O:23][C:24]2[CH:25]=[CH:26][CH:27]=[CH:28][C:29]=2[CH2:30][C:31](=[O:44])[CH2:32][NH:33][C:34]3=[O:43])[CH2:16][CH2:15]1)[C:7]([OH:9])=[O:8])([CH3:4])([CH3:2])[CH3:3]. The catalyst class is: 5. Reactant: [C:1]([O:5][C@@H:6]([C:12]1[C:40]([CH3:41])=[N:39][C:38]2=[CH:42][C:35]3=[N:36][N:37]2[C:13]=1[N:14]1[CH2:46][CH2:45][C:17]([CH3:47])([O:18][CH2:19][CH2:20][CH2:21][CH2:22][O:23][C:24]2[CH:25]=[CH:26][CH:27]=[CH:28][C:29]=2[CH2:30][C:31](=[O:44])[CH2:32][NH:33][C:34]3=[O:43])[CH2:16][CH2:15]1)[C:7]([O:9]CC)=[O:8])([CH3:4])([CH3:3])[CH3:2].[OH-].[Na+]. (7) Reactant: [CH3:1][O:2][C:3]1[CH:4]=[N:5][CH:6]=[CH:7][C:8]=1[C:9]1[CH:14]=[CH:13][C:12]([N+:15]([O-:17])=[O:16])=[C:11]([O:18][CH:19]([CH3:21])[CH3:20])[CH:10]=1.[CH3:22][I:23]. Product: [I-:23].[CH3:1][O:2][C:3]1[CH:4]=[N+:5]([CH3:22])[CH:6]=[CH:7][C:8]=1[C:9]1[CH:14]=[CH:13][C:12]([N+:15]([O-:17])=[O:16])=[C:11]([O:18][CH:19]([CH3:21])[CH3:20])[CH:10]=1. The catalyst class is: 21.